This data is from Reaction yield outcomes from USPTO patents with 853,638 reactions. The task is: Predict the reaction yield, written as a fraction of the theoretical maximum amount of product (1.0 means a 100% yield; for example, 0.34 means a 34% yield). The catalyst is CN(C=O)C. The yield is 0.470. The reactants are CN(C(ON1N=NC2C=CC=CC1=2)=[N+](C)C)C.[B-](F)(F)(F)F.C1C=CC2N(O)N=NC=2C=1.[N:33]1[C:42]2[C:37](=[CH:38][C:39]([C:43]([OH:45])=O)=[CH:40][CH:41]=2)[CH:36]=[CH:35][CH:34]=1.C(N(C(C)C)CC)(C)C.[ClH:55].Cl.[NH2:57][CH:58]1[CH:63]2[CH2:64][CH2:65][N:60]([CH2:61][CH2:62]2)[CH2:59]1. The product is [ClH:55].[N:60]12[CH2:65][CH2:64][CH:63]([CH2:62][CH2:61]1)[CH:58]([NH:57][C:43]([C:39]1[CH:38]=[C:37]3[C:42](=[CH:41][CH:40]=1)[N:33]=[CH:34][CH:35]=[CH:36]3)=[O:45])[CH2:59]2.